This data is from Full USPTO retrosynthesis dataset with 1.9M reactions from patents (1976-2016). The task is: Predict the reactants needed to synthesize the given product. (1) The reactants are: [F:1][C:2]1[CH:18]=[CH:17][CH:16]=[C:15]([F:19])[C:3]=1[CH2:4][N:5]1[CH:9]=[C:8](C(N=[N+]=[N-])=O)[N:7]=[N:6]1.[CH2:20]([OH:27])[C:21]1[CH:26]=[CH:25][CH:24]=[CH:23][CH:22]=1.C[N:29]([CH:31]=[O:32])C. Given the product [CH2:20]([O:27][C:31](=[O:32])[NH:29][C:8]1[N:7]=[N:6][N:5]([CH2:4][C:3]2[C:15]([F:19])=[CH:16][CH:17]=[CH:18][C:2]=2[F:1])[CH:9]=1)[C:21]1[CH:26]=[CH:25][CH:24]=[CH:23][CH:22]=1, predict the reactants needed to synthesize it. (2) Given the product [CH:3]1([N:7]2[CH2:13][CH2:12][C:11]3[CH:14]=[CH:15][C:16]([O:18][C:19]4[N:24]=[C:23]([C:25]([O-:27])=[O:26])[C:22]([C:29]([O-:31])=[O:30])=[CH:21][CH:20]=4)=[CH:17][C:10]=3[CH2:9][CH2:8]2)[CH2:4][CH2:5][CH2:6]1.[Na+:2].[Na+:2], predict the reactants needed to synthesize it. The reactants are: [OH-].[Na+:2].[CH:3]1([N:7]2[CH2:13][CH2:12][C:11]3[CH:14]=[CH:15][C:16]([O:18][C:19]4[N:24]=[C:23]([C:25]([O:27]C)=[O:26])[C:22]([C:29]([O:31]C)=[O:30])=[CH:21][CH:20]=4)=[CH:17][C:10]=3[CH2:9][CH2:8]2)[CH2:6][CH2:5][CH2:4]1. (3) Given the product [CH3:17][O:16][C:14]([CH:11]1[CH2:10][CH2:9][N:8]([CH2:7][C:6]([OH:18])=[O:5])[CH2:13][CH2:12]1)=[O:15], predict the reactants needed to synthesize it. The reactants are: C([O:5][C:6](=[O:18])[CH2:7][N:8]1[CH2:13][CH2:12][CH:11]([C:14]([O:16][CH3:17])=[O:15])[CH2:10][CH2:9]1)(C)(C)C.Cl. (4) Given the product [Cl:29][C:30]1[CH:31]=[C:32]2[C:37](=[CH:38][CH:39]=1)[N:36]=[CH:35][CH:34]=[C:33]2[N:40]1[C:5]([C:7]2[C:12](=[O:13])[CH:11]=[CH:10][N:9]([C:14]3[CH:19]=[CH:18][CH:17]=[C:16]([S:20]([N:23]4[CH2:27][CH2:26][CH2:25][CH2:24]4)(=[O:21])=[O:22])[CH:15]=3)[N:8]=2)=[CH:4][CH:3]=[N:41]1, predict the reactants needed to synthesize it. The reactants are: CN(C)/[CH:3]=[CH:4]/[C:5]([C:7]1[C:12](=[O:13])[CH:11]=[CH:10][N:9]([C:14]2[CH:19]=[CH:18][CH:17]=[C:16]([S:20]([N:23]3[CH2:27][CH2:26][CH2:25][CH2:24]3)(=[O:22])=[O:21])[CH:15]=2)[N:8]=1)=O.[Cl:29][C:30]1[CH:31]=[C:32]2[C:37](=[CH:38][CH:39]=1)[N:36]=[CH:35][CH:34]=[C:33]2[NH:40][NH2:41]. (5) Given the product [OH2:7].[F:4][C:5]([F:13])([F:12])[C:6]([C:8]([F:11])([F:10])[F:9])=[O:7], predict the reactants needed to synthesize it. The reactants are: O.O.O.[F:4][C:5]([F:13])([F:12])[C:6]([C:8]([F:11])([F:10])[F:9])=[O:7].C1CCN2C(=NCCC2)CC1. (6) Given the product [Cl:1][C:2]1[N:7]=[C:6]([NH:10][C:11]2[CH:21]=[CH:20][CH:19]=[CH:18][C:12]=2[C:13]([O:15][CH2:16][CH3:17])=[O:14])[C:5]([F:9])=[CH:4][N:3]=1, predict the reactants needed to synthesize it. The reactants are: [Cl:1][C:2]1[N:7]=[C:6](Cl)[C:5]([F:9])=[CH:4][N:3]=1.[NH2:10][C:11]1[CH:21]=[CH:20][CH:19]=[CH:18][C:12]=1[C:13]([O:15][CH2:16][CH3:17])=[O:14].C(N(CC)C(C)C)(C)C. (7) Given the product [Cl:28][C:6]1[CH:5]=[CH:4][C:3]([N:10]2[C:14]([CH3:15])=[C:13]([C:16]([OH:18])=[O:17])[N:12]=[N:11]2)=[CH:2][CH:7]=1, predict the reactants needed to synthesize it. The reactants are: Cl[C:2]1[CH:7]=[C:6](OC)[CH:5]=[CH:4][C:3]=1[N:10]1[C:14]([CH3:15])=[C:13]([C:16]([OH:18])=[O:17])[N:12]=[N:11]1.N(C1C=CC([Cl:28])=CC=1)=[N+]=[N-]. (8) Given the product [OH:36][C:18]1[CH:17]=[C:16]([OH:15])[CH:21]=[C:20]([OH:22])[C:19]=1[CH:25]([OH:26])[CH2:24][CH2:23][C:27]1[CH:28]=[CH:29][C:30]([O:34][CH3:35])=[C:31]([OH:33])[CH:32]=1, predict the reactants needed to synthesize it. The reactants are: C[C@@H]1O[C@@H](O[C@H]2[C@H]([O:15][C:16]3[CH:17]=[C:18]([OH:36])[C:19]4[C:25](=[O:26])[CH2:24][C@@H:23]([C:27]5[CH:28]=[CH:29][C:30]([O:34][CH3:35])=[C:31]([OH:33])[CH:32]=5)[O:22][C:20]=4[CH:21]=3)O[C@H](CO)[C@@H](O)[C@@H]2O)[C@H](O)[C@H](O)[C@H]1O.C1C=CC(CCC(C2C=CC=CC=2O)=O)=CC=1. (9) Given the product [NH2:2][C:1](=[N:15][OH:16])[C:3]1[CH:11]=[C:10]2[C:6]([CH:7]=[C:8]([C:12]([OH:14])=[O:13])[NH:9]2)=[CH:5][CH:4]=1, predict the reactants needed to synthesize it. The reactants are: [C:1]([C:3]1[CH:11]=[C:10]2[C:6]([CH:7]=[C:8]([C:12]([OH:14])=[O:13])[NH:9]2)=[CH:5][CH:4]=1)#[N:2].[NH2:15][OH:16].